This data is from Reaction yield outcomes from USPTO patents with 853,638 reactions. The task is: Predict the reaction yield, written as a fraction of the theoretical maximum amount of product (1.0 means a 100% yield; for example, 0.34 means a 34% yield). The reactants are Cl[C:2]1[C:7]([O:8][CH2:9][CH2:10][O:11]C2CCCCO2)=[CH:6][CH:5]=[CH:4][N:3]=1.[CH3:18][N:19]1[CH2:23][CH2:22][CH2:21][CH:20]1[CH2:24][CH2:25][OH:26].CC(C)([O-])C.[K+].C(O)(C)(C)C. The catalyst is C1(C)C=CC=CC=1. The product is [CH3:18][N:19]1[CH2:23][CH2:22][CH2:21][CH:20]1[CH2:24][CH2:25][O:26][C:2]1[C:7]([O:8][CH2:9][CH2:10][OH:11])=[CH:6][CH:5]=[CH:4][N:3]=1. The yield is 0.530.